This data is from Forward reaction prediction with 1.9M reactions from USPTO patents (1976-2016). The task is: Predict the product of the given reaction. (1) Given the reactants [O:1]=[C:2]1[NH:7][CH2:6][CH2:5][N:4]([CH2:8][CH2:9][NH:10][C:11](=[O:17])[O:12][C:13]([CH3:16])([CH3:15])[CH3:14])[CH2:3]1.FC(F)(F)S(O[C:24]1[C:33]2[C:28](=[CH:29][CH:30]=[C:31]([O:34][CH3:35])[N:32]=2)[N:27]=[CH:26][CH:25]=1)(=O)=O.C1C=CC(P(C2C=CC3C(=CC=CC=3)C=2C2C3C(=CC=CC=3)C=CC=2P(C2C=CC=CC=2)C2C=CC=CC=2)C2C=CC=CC=2)=CC=1.C([O-])([O-])=O.[Cs+].[Cs+], predict the reaction product. The product is: [CH3:35][O:34][C:31]1[N:32]=[C:33]2[C:28](=[CH:29][CH:30]=1)[N:27]=[CH:26][CH:25]=[C:24]2[N:7]1[CH2:6][CH2:5][N:4]([CH2:8][CH2:9][NH:10][C:11](=[O:17])[O:12][C:13]([CH3:14])([CH3:16])[CH3:15])[CH2:3][C:2]1=[O:1]. (2) Given the reactants [O:1]([C:8]1[CH:29]=[CH:28][C:11]([O:12][C:13]2[N:21]=[CH:20][C:19]([NH:22][CH:23]3[CH2:27][CH2:26][NH:25][CH2:24]3)=[CH:18][C:14]=2[C:15]([NH2:17])=[O:16])=[CH:10][CH:9]=1)[C:2]1[CH:7]=[CH:6][CH:5]=[CH:4][CH:3]=1.C(N(CC)C(C)C)(C)C.[C:39](Cl)(=[O:43])/[CH:40]=[CH:41]/[CH3:42], predict the reaction product. The product is: [C:39]([N:25]1[CH2:26][CH2:27][CH:23]([NH:22][C:19]2[CH:20]=[N:21][C:13]([O:12][C:11]3[CH:28]=[CH:29][C:8]([O:1][C:2]4[CH:3]=[CH:4][CH:5]=[CH:6][CH:7]=4)=[CH:9][CH:10]=3)=[C:14]([CH:18]=2)[C:15]([NH2:17])=[O:16])[CH2:24]1)(=[O:43])/[CH:40]=[CH:41]/[CH3:42]. (3) The product is: [O:17]1[C:16]2[CH:20]=[CH:21][C:13]([C:12]3[C:8]([O:7][CH2:6][CH2:5][OH:4])=[N:9][N:10]([CH3:23])[C:11]=3[NH:22][S:33]([C:30]3[CH:29]=[CH:28][C:27]([CH:24]([CH3:26])[CH3:25])=[CH:32][N:31]=3)(=[O:34])=[O:35])=[CH:14][C:15]=2[O:19][CH2:18]1. Given the reactants C([O:4][CH2:5][CH2:6][O:7][C:8]1[C:12]([C:13]2[CH:21]=[CH:20][C:16]3[O:17][CH2:18][O:19][C:15]=3[CH:14]=2)=[C:11]([NH2:22])[N:10]([CH3:23])[N:9]=1)(=O)C.[CH:24]([C:27]1[CH:28]=[CH:29][C:30]([S:33](Cl)(=[O:35])=[O:34])=[N:31][CH:32]=1)([CH3:26])[CH3:25].C(O)(=O)CC(CC(O)=O)(C(O)=O)O, predict the reaction product. (4) Given the reactants Br[C:2]1[CH:7]=[CH:6][CH:5]=[CH:4][N:3]=1.[S:8]1[CH2:13][CH2:12][CH:11]([CH:14]=[O:15])[CH2:10][CH2:9]1, predict the reaction product. The product is: [N:3]1[CH:4]=[CH:5][CH:6]=[CH:7][C:2]=1[CH:14]([CH:11]1[CH2:12][CH2:13][S:8][CH2:9][CH2:10]1)[OH:15]. (5) Given the reactants [N+:1]([C:4]1[CH:5]=[C:6]([CH2:14][OH:15])[CH:7]=[C:8]([C:10]([F:13])([F:12])[F:11])[CH:9]=1)([O-:3])=[O:2].CCN(C(C)C)C(C)C.[Si:25](Cl)([C:28]([CH3:31])([CH3:30])[CH3:29])([CH3:27])[CH3:26], predict the reaction product. The product is: [C:28]([Si:25]([CH3:27])([CH3:26])[O:15][CH2:14][C:6]1[CH:7]=[C:8]([C:10]([F:11])([F:12])[F:13])[CH:9]=[C:4]([N+:1]([O-:3])=[O:2])[CH:5]=1)([CH3:31])([CH3:30])[CH3:29]. (6) Given the reactants [CH3:1][C@H:2]1[O:7][C@@H:6]([CH3:8])[CH2:5][NH:4][CH2:3]1.[Cl:9][C:10]1[CH:15]=[CH:14][C:13]([S:16]([C@H:19]2[CH2:23][C@@H:22]([C:24](O)=[O:25])[C@H:21]([C:27](=[O:32])[NH:28][CH2:29][C:30]#[N:31])[CH2:20]2)(=[O:18])=[O:17])=[C:12]([CH3:33])[CH:11]=1, predict the reaction product. The product is: [C:30]([CH2:29][NH:28][C:27]([C@@H:21]1[CH2:20][C@@H:19]([S:16]([C:13]2[CH:14]=[CH:15][C:10]([Cl:9])=[CH:11][C:12]=2[CH3:33])(=[O:17])=[O:18])[CH2:23][C@H:22]1[C:24]([N:4]1[CH2:5][C@@H:6]([CH3:8])[O:7][C@@H:2]([CH3:1])[CH2:3]1)=[O:25])=[O:32])#[N:31]. (7) Given the reactants [Cl:1][C:2]1[N:3]=[C:4](Cl)[C:5]2[N:10]([CH3:11])[N:9]=[CH:8][C:6]=2[N:7]=1.C(N(CC)C(C)C)(C)C.[CH3:22][C@H:23]1[CH2:28][O:27][CH2:26][CH2:25][NH:24]1, predict the reaction product. The product is: [Cl:1][C:2]1[N:3]=[C:4]([N:24]2[CH2:25][CH2:26][O:27][CH2:28][C@@H:23]2[CH3:22])[C:5]2[N:10]([CH3:11])[N:9]=[CH:8][C:6]=2[N:7]=1.